This data is from Forward reaction prediction with 1.9M reactions from USPTO patents (1976-2016). The task is: Predict the product of the given reaction. (1) Given the reactants B(Br)(Br)Br.C[O:6][C:7]1[CH:15]=[C:14]([S:16]([CH3:19])(=[O:18])=[O:17])[CH:13]=[CH:12][C:8]=1[C:9]([OH:11])=[O:10].O, predict the reaction product. The product is: [OH:6][C:7]1[CH:15]=[C:14]([S:16]([CH3:19])(=[O:18])=[O:17])[CH:13]=[CH:12][C:8]=1[C:9]([OH:11])=[O:10]. (2) Given the reactants [CH3:1][O:2][C:3](=[O:20])[C:4]1[CH:9]=[C:8]([CH:10]=[O:11])[C:7]([C:12]([F:15])([F:14])[F:13])=[CH:6][C:5]=1[NH:16][C:17](=[O:19])[CH3:18].[CH2:21]([Mg]Cl)[CH2:22][CH3:23], predict the reaction product. The product is: [CH3:1][O:2][C:3](=[O:20])[C:4]1[CH:9]=[C:8]([CH:10]([OH:11])[CH2:21][CH2:22][CH3:23])[C:7]([C:12]([F:15])([F:14])[F:13])=[CH:6][C:5]=1[NH:16][C:17](=[O:19])[CH3:18]. (3) Given the reactants [Br:1][C:2]1[CH:3]=[N:4][NH:5][CH:6]=1.[H-].[Na+].[O:9]1[CH2:14][CH2:13][CH:12](N2C=C(B3OC(C)(C)C(C)(C)O3)C=N2)[CH2:11][CH2:10]1, predict the reaction product. The product is: [Br:1][C:2]1[CH:3]=[N:4][N:5]([CH:12]2[CH2:13][CH2:14][O:9][CH2:10][CH2:11]2)[CH:6]=1. (4) Given the reactants [O:1]1[CH2:6][CH:5]=[C:4]([C:7]2[S:11][N:10]=[C:9]([C:12]([N:14]3[CH2:18][CH2:17][CH2:16][CH:15]3[C:19]3[CH:24]=[CH:23][C:22]([F:25])=[CH:21][CH:20]=3)=[O:13])[CH:8]=2)[CH2:3][CH2:2]1, predict the reaction product. The product is: [F:25][C:22]1[CH:23]=[CH:24][C:19]([CH:15]2[CH2:16][CH2:17][CH2:18][N:14]2[C:12]([C:9]2[CH:8]=[C:7]([CH:4]3[CH2:5][CH2:6][O:1][CH2:2][CH2:3]3)[S:11][N:10]=2)=[O:13])=[CH:20][CH:21]=1.